From a dataset of NCI-60 drug combinations with 297,098 pairs across 59 cell lines. Regression. Given two drug SMILES strings and cell line genomic features, predict the synergy score measuring deviation from expected non-interaction effect. Drug 1: CN1C2=C(C=C(C=C2)N(CCCl)CCCl)N=C1CCCC(=O)O.Cl. Drug 2: CN(C(=O)NC(C=O)C(C(C(CO)O)O)O)N=O. Cell line: MOLT-4. Synergy scores: CSS=1.51, Synergy_ZIP=-5.17, Synergy_Bliss=-8.98, Synergy_Loewe=-11.8, Synergy_HSA=-8.67.